From a dataset of Reaction yield outcomes from USPTO patents with 853,638 reactions. Predict the reaction yield, written as a fraction of the theoretical maximum amount of product (1.0 means a 100% yield; for example, 0.34 means a 34% yield). (1) The reactants are [Cl:1][C:2]1[CH:3]=[C:4]([CH:8]=[C:9]([Cl:27])[C:10]=1[C:11]([N:13]1[C:21]2[CH:20]=[CH:19][N:18]=[C:17]([C:22]([CH:24]3[CH2:26][CH2:25]3)=[O:23])[C:16]=2[CH:15]=[CH:14]1)=[O:12])[C:5]([OH:7])=O.C(N=C=NCCCN(C)C)C.ON1C2C=CC=CC=2N=N1.[C:49]([O:53][C:54](=[O:59])[NH:55][CH2:56][CH2:57][NH2:58])([CH3:52])([CH3:51])[CH3:50].C(=O)(O)[O-].[Na+]. The catalyst is CN(C)C=O. The product is [Cl:1][C:2]1[CH:3]=[C:4]([CH:8]=[C:9]([Cl:27])[C:10]=1[C:11]([N:13]1[C:21]2[CH:20]=[CH:19][N:18]=[C:17]([C:22]([CH:24]3[CH2:25][CH2:26]3)=[O:23])[C:16]=2[CH:15]=[CH:14]1)=[O:12])[C:5]([NH:58][CH2:57][CH2:56][NH:55][C:54](=[O:59])[O:53][C:49]([CH3:51])([CH3:50])[CH3:52])=[O:7]. The yield is 0.350. (2) The reactants are COC1C=CC(C[O:8][C:9]2[CH:14]=[CH:13][C:12]([C:15]3[CH:23]=[CH:22][CH:21]=[C:20]4[C:16]=3[CH:17]=[CH:18][N:19]4[Si](C(C)C)(C(C)C)C(C)C)=[CH:11][C:10]=2[C:34]([C:36]2[CH:37]=[N:38][CH:39]=[CH:40][CH:41]=2)=[O:35])=CC=1.C(O)(C(F)(F)F)=O.C([O-])(O)=O.[Na+]. The catalyst is ClCCl.CSC. The product is [OH:8][C:9]1[CH:14]=[CH:13][C:12]([C:15]2[CH:23]=[CH:22][CH:21]=[C:20]3[C:16]=2[CH:17]=[CH:18][NH:19]3)=[CH:11][C:10]=1[C:34]([C:36]1[CH:37]=[N:38][CH:39]=[CH:40][CH:41]=1)=[O:35]. The yield is 0.140. (3) The reactants are [N:1]1([CH2:7][CH2:8][NH2:9])[CH2:6][CH2:5][CH2:4][CH2:3][CH2:2]1.Cl[C:11]1[N:12]=[N+:13]([O-:22])[C:14]2[C:20]([CH3:21])=[CH:19][CH:18]=[CH:17][C:15]=2[N:16]=1. The catalyst is COCCOC. The product is [CH3:21][C:20]1[C:14]2[N+:13]([O-:22])=[N:12][C:11]([NH:9][CH2:8][CH2:7][N:1]3[CH2:6][CH2:5][CH2:4][CH2:3][CH2:2]3)=[N:16][C:15]=2[CH:17]=[CH:18][CH:19]=1. The yield is 0.900. (4) The reactants are [CH:1]12[NH:10][CH:5]([CH2:6][C:7](=[O:9])[CH2:8]1)[CH2:4][O:3][CH2:2]2.CCN(CC)CC.[Cl:18][C:19]1[CH:24]=[CH:23][C:22]([S:25](Cl)(=[O:27])=[O:26])=[CH:21][CH:20]=1. The catalyst is ClCCl. The product is [Cl:18][C:19]1[CH:24]=[CH:23][C:22]([S:25]([N:10]2[CH:5]3[CH2:6][C:7](=[O:9])[CH2:8][CH:1]2[CH2:2][O:3][CH2:4]3)(=[O:27])=[O:26])=[CH:21][CH:20]=1. The yield is 0.700. (5) The reactants are [H-].[Na+].[CH:3]1([CH2:9][CH2:10][OH:11])[CH2:8][CH2:7][CH2:6][CH2:5][CH2:4]1.F[C:13]1[CH:20]=[CH:19][C:16]([CH:17]=[O:18])=[C:15]([C:21]([F:24])([F:23])[F:22])[CH:14]=1. The catalyst is CN(C)C=O. The product is [CH:3]1([CH2:9][CH2:10][O:11][C:13]2[CH:20]=[CH:19][C:16]([CH:17]=[O:18])=[C:15]([C:21]([F:22])([F:24])[F:23])[CH:14]=2)[CH2:8][CH2:7][CH2:6][CH2:5][CH2:4]1. The yield is 0.756. (6) The reactants are [OH:1][C:2]1[CH:7]=[CH:6][C:5]([CH:8]2[CH2:12][CH2:11][C@:10]3([CH2:17][CH2:16][CH2:15][NH:14][C:13]3=[O:18])[NH:9]2)=[CH:4][CH:3]=1.[CH3:19][C:20]([O:23][C:24](O[C:24]([O:23][C:20]([CH3:22])([CH3:21])[CH3:19])=[O:25])=[O:25])([CH3:22])[CH3:21]. The catalyst is C1COCC1.C([O-])(O)=O.[Na+].C(O)(C)(C)C. The product is [OH:1][C:2]1[CH:7]=[CH:6][C:5]([CH:8]2[CH2:12][CH2:11][C@:10]3([CH2:17][CH2:16][CH2:15][NH:14][C:13]3=[O:18])[N:9]2[C:24]([O:23][C:20]([CH3:22])([CH3:21])[CH3:19])=[O:25])=[CH:4][CH:3]=1. The yield is 0.680. (7) The reactants are [H-].[Na+].[Br:3][C:4]1[CH:9]=[CH:8][N:7]=[C:6]([OH:10])[CH:5]=1.[CH3:11]I. The catalyst is C1COCC1. The product is [Br:3][C:4]1[CH:9]=[CH:8][N:7]([CH3:11])[C:6](=[O:10])[CH:5]=1. The yield is 0.500.